Dataset: Catalyst prediction with 721,799 reactions and 888 catalyst types from USPTO. Task: Predict which catalyst facilitates the given reaction. (1) Reactant: C[Si]([C:5]#[N:6])(C)C.[NH2:7][C:8]1[CH:13]=[CH:12][C:11]([CH3:14])=[CH:10][CH:9]=1.[F:15][CH2:16][C:17](=O)[CH3:18]. Product: [F:15][CH2:16][C:17]([CH3:18])([NH:7][C:8]1[CH:13]=[CH:12][C:11]([CH3:14])=[CH:10][CH:9]=1)[C:5]#[N:6]. The catalyst class is: 4. (2) Reactant: [Cl:1][C:2]1[CH:16]=[CH:15][C:5]([O:6][CH2:7][C:8]2([C:13]#[N:14])[CH2:12][CH2:11][CH2:10][CH2:9]2)=[C:4](/[CH:17]=[C:18]2\[C:19](=[O:28])[NH:20][C:21]3[C:26]\2=[CH:25][CH:24]=[C:23]([Cl:27])[CH:22]=3)[CH:3]=1.[C:29]([O:33][C:34](O[C:34]([O:33][C:29]([CH3:32])([CH3:31])[CH3:30])=[O:35])=[O:35])([CH3:32])([CH3:31])[CH3:30]. The catalyst class is: 143. Product: [C:29]([O:33][C:34]([N:20]1[C:21]2[C:26](=[CH:25][CH:24]=[C:23]([Cl:27])[CH:22]=2)/[C:18](=[CH:17]/[C:4]2[CH:3]=[C:2]([Cl:1])[CH:16]=[CH:15][C:5]=2[O:6][CH2:7][C:8]2([C:13]#[N:14])[CH2:12][CH2:11][CH2:10][CH2:9]2)/[C:19]1=[O:28])=[O:35])([CH3:32])([CH3:31])[CH3:30].